This data is from NCI-60 drug combinations with 297,098 pairs across 59 cell lines. The task is: Regression. Given two drug SMILES strings and cell line genomic features, predict the synergy score measuring deviation from expected non-interaction effect. (1) Drug 1: C1CN1P(=S)(N2CC2)N3CC3. Drug 2: CC(C)(C#N)C1=CC(=CC(=C1)CN2C=NC=N2)C(C)(C)C#N. Cell line: SR. Synergy scores: CSS=78.4, Synergy_ZIP=-3.22, Synergy_Bliss=-5.64, Synergy_Loewe=-5.88, Synergy_HSA=-5.15. (2) Drug 1: CN1CCC(CC1)COC2=C(C=C3C(=C2)N=CN=C3NC4=C(C=C(C=C4)Br)F)OC. Drug 2: C1=C(C(=O)NC(=O)N1)N(CCCl)CCCl. Cell line: RXF 393. Synergy scores: CSS=31.2, Synergy_ZIP=0.649, Synergy_Bliss=6.03, Synergy_Loewe=7.68, Synergy_HSA=8.49.